From a dataset of Retrosynthesis with 50K atom-mapped reactions and 10 reaction types from USPTO. Predict the reactants needed to synthesize the given product. (1) Given the product COC(=O)c1nc(-c2ccc(Cl)c(C(=O)OC(C)(C)C)c2)ccc1Cl, predict the reactants needed to synthesize it. The reactants are: CC(C)(C)OC(=O)c1cc(B2OC(C)(C)C(C)(C)O2)ccc1Cl.COC(=O)c1nc(Cl)ccc1Cl. (2) Given the product COC(=O)CCc1ccoc1, predict the reactants needed to synthesize it. The reactants are: COC(=O)/C=C/c1ccoc1. (3) Given the product OC(CNc1ccc2ncc(-c3cc4ccccc4o3)n2n1)C1CCCCC1, predict the reactants needed to synthesize it. The reactants are: Clc1ccc2ncc(-c3cc4ccccc4o3)n2n1.NCC(O)C1CCCCC1. (4) Given the product CC(C)(C)OC(=O)C[C@]1(c2ccc(Br)s2)CCN(C(=O)OC(C)(C)C)CCS1(=O)=O, predict the reactants needed to synthesize it. The reactants are: CC(C)(C)OC(=O)C[C@]1(c2ccc(Br)s2)CCNCCS1(=O)=O.CC(C)(C)OC(=O)OC(=O)OC(C)(C)C.